Dataset: Peptide-MHC class I binding affinity with 185,985 pairs from IEDB/IMGT. Task: Regression. Given a peptide amino acid sequence and an MHC pseudo amino acid sequence, predict their binding affinity value. This is MHC class I binding data. The peptide sequence is AAYHPQQFIYA. The MHC is HLA-A24:02 with pseudo-sequence HLA-A24:02. The binding affinity (normalized) is 0.